From a dataset of Forward reaction prediction with 1.9M reactions from USPTO patents (1976-2016). Predict the product of the given reaction. (1) Given the reactants CN(C(ON1N=NC2C=CC=CC1=2)=[N+](C)C)C.[B-](F)(F)(F)F.C(N(CC)CC)C.[NH2:30][C:31]1[C:32]([C:48]([OH:50])=O)=[N:33][C:34]([N:37]2[CH2:42][CH2:41][N:40]([S:43]([CH2:46][CH3:47])(=[O:45])=[O:44])[CH2:39][CH2:38]2)=[CH:35][N:36]=1.[C:51]([NH:59][NH2:60])(=[O:58])[C:52]1[CH:57]=[CH:56][CH:55]=[CH:54][CH:53]=1, predict the reaction product. The product is: [NH2:30][C:31]1[C:32]([C:48]([NH:60][NH:59][C:51](=[O:58])[C:52]2[CH:57]=[CH:56][CH:55]=[CH:54][CH:53]=2)=[O:50])=[N:33][C:34]([N:37]2[CH2:38][CH2:39][N:40]([S:43]([CH2:46][CH3:47])(=[O:44])=[O:45])[CH2:41][CH2:42]2)=[CH:35][N:36]=1. (2) The product is: [CH:16]1([N:5]2[C:4]3[N:3]=[C:2]([NH:21][NH2:22])[N:11]=[CH:10][C:9]=3[N:8]([CH3:12])[C:7](=[O:13])[C@H:6]2[CH2:14][CH3:15])[CH2:20][CH2:19][CH2:18][CH2:17]1. Given the reactants Cl[C:2]1[N:11]=[CH:10][C:9]2[N:8]([CH3:12])[C:7](=[O:13])[C@@H:6]([CH2:14][CH3:15])[N:5]([CH:16]3[CH2:20][CH2:19][CH2:18][CH2:17]3)[C:4]=2[N:3]=1.[NH2:21][NH2:22], predict the reaction product. (3) Given the reactants [N:1]1[CH:6]=[CH:5][C:4]([CH2:7][NH:8][C:9]2[CH:28]=[CH:27][CH:26]=[CH:25][C:10]=2[C:11]([NH:13][O:14][CH2:15][C:16]2[CH:17]=[C:18]([CH:22]=[CH:23][CH:24]=2)[C:19]([OH:21])=O)=[O:12])=[CH:3][CH:2]=1.[N:29]1([C:35]2[N:42]=[CH:41][CH:40]=[CH:39][C:36]=2[C:37]#[N:38])[CH2:34][CH2:33][NH:32][CH2:31][CH2:30]1, predict the reaction product. The product is: [C:37]([C:36]1[C:35]([N:29]2[CH2:30][CH2:31][N:32]([C:19]([C:18]3[CH:17]=[C:16]([CH:24]=[CH:23][CH:22]=3)[CH2:15][O:14][NH:13][C:11](=[O:12])[C:10]3[CH:25]=[CH:26][CH:27]=[CH:28][C:9]=3[NH:8][CH2:7][C:4]3[CH:5]=[CH:6][N:1]=[CH:2][CH:3]=3)=[O:21])[CH2:33][CH2:34]2)=[N:42][CH:41]=[CH:40][CH:39]=1)#[N:38]. (4) Given the reactants C(N(C(C)C)CC)(C)C.[C:10]([O:14][C:15](=[O:23])[NH:16][CH:17]1[CH2:22][CH2:21][NH:20][CH2:19][CH2:18]1)([CH3:13])([CH3:12])[CH3:11].[CH:24]1([C:27]([N:29]2[C:37]3[C:32](=[CH:33][C:34]([S:38](Cl)(=[O:40])=[O:39])=[CH:35][CH:36]=3)[CH2:31][CH2:30]2)=[O:28])[CH2:26][CH2:25]1, predict the reaction product. The product is: [C:10]([O:14][C:15](=[O:23])[NH:16][CH:17]1[CH2:22][CH2:21][N:20]([S:38]([C:34]2[CH:33]=[C:32]3[C:37](=[CH:36][CH:35]=2)[N:29]([C:27]([CH:24]2[CH2:25][CH2:26]2)=[O:28])[CH2:30][CH2:31]3)(=[O:39])=[O:40])[CH2:19][CH2:18]1)([CH3:13])([CH3:11])[CH3:12]. (5) Given the reactants C([N:8]1[CH2:13][CH2:12][C:11]2([CH2:22][CH2:21][C:20]3[C:15](=[CH:16][CH:17]=[C:18]([Cl:23])[CH:19]=3)[O:14]2)[CH2:10][CH2:9]1)C1C=CC=CC=1.ClC(OC(Cl)C)=O, predict the reaction product. The product is: [ClH:23].[Cl:23][C:18]1[CH:19]=[C:20]2[C:15](=[CH:16][CH:17]=1)[O:14][C:11]1([CH2:10][CH2:9][NH:8][CH2:13][CH2:12]1)[CH2:22][CH2:21]2. (6) Given the reactants [Br:1][C:2]1[CH:3]=[C:4]([CH:7]=[CH:8][C:9]=1[Cl:10])[CH:5]=O.[CH2:11]([O:13][CH:14]([O:17][CH2:18][CH3:19])[CH2:15][NH2:16])[CH3:12].CC(O)=O.[BH3-]C#N.[Na+], predict the reaction product. The product is: [Br:1][C:2]1[CH:3]=[C:4]([CH:7]=[CH:8][C:9]=1[Cl:10])[CH2:5][NH:16][CH2:15][CH:14]([O:17][CH2:18][CH3:19])[O:13][CH2:11][CH3:12].